Dataset: TCR-epitope binding with 47,182 pairs between 192 epitopes and 23,139 TCRs. Task: Binary Classification. Given a T-cell receptor sequence (or CDR3 region) and an epitope sequence, predict whether binding occurs between them. (1) The epitope is LLDFVRFMGV. The TCR CDR3 sequence is CASSPARAERGRELFF. Result: 0 (the TCR does not bind to the epitope). (2) Result: 0 (the TCR does not bind to the epitope). The epitope is EILDITPCSF. The TCR CDR3 sequence is CSVGSGDGGEQFF. (3) The epitope is ILHCANFNV. The TCR CDR3 sequence is CASSFWPGQGNYGYTF. Result: 1 (the TCR binds to the epitope). (4) The epitope is RISNCVADY. The TCR CDR3 sequence is CASSLGQNSNQPQHF. Result: 1 (the TCR binds to the epitope). (5) The epitope is AVFDRKSDAK. The TCR CDR3 sequence is CASSTPPGQGSLGANVLTF. Result: 1 (the TCR binds to the epitope). (6) The epitope is LEPLVDLPI. The TCR CDR3 sequence is CASSFGGGELFF. Result: 0 (the TCR does not bind to the epitope).